Dataset: Reaction yield outcomes from USPTO patents with 853,638 reactions. Task: Predict the reaction yield, written as a fraction of the theoretical maximum amount of product (1.0 means a 100% yield; for example, 0.34 means a 34% yield). (1) The reactants are [Br:1]N1C(=O)CCC1=O.C1(P(C2C=CC=CC=2)C2C=CC=CC=2)C=CC=CC=1.[Br:28][C:29]1[CH:34]=[CH:33][C:32]([CH2:35][O:36][CH2:37][CH2:38]O)=[CH:31][CH:30]=1. The catalyst is C(Cl)Cl.[Al]. The product is [Br:28][C:29]1[CH:34]=[CH:33][C:32]([CH2:35][O:36][CH2:37][CH2:38][Br:1])=[CH:31][CH:30]=1. The yield is 0.490. (2) The reactants are [CH3:1][N:2]([CH3:47])[C:3]([C:5]1[N:6](S(C2C=CC(C)=CC=2)(=O)=O)[N:7]=[C:8]([C:10]2[CH:11]=[C:12]3[C:18]([C:19]4[CH:24]=[CH:23][CH:22]=[CH:21][C:20]=4[O:25][CH3:26])=[CH:17][N:16](S(C4C=CC(C)=CC=4)(=O)=O)[C:13]3=[N:14][CH:15]=2)[CH:9]=1)=[O:4].CN(C)C=O.[OH-].[K+].C(O)(=O)C. The catalyst is CO.O. The product is [CH3:1][N:2]([CH3:47])[C:3]([C:5]1[NH:6][N:7]=[C:8]([C:10]2[CH:11]=[C:12]3[C:18]([C:19]4[CH:24]=[CH:23][CH:22]=[CH:21][C:20]=4[O:25][CH3:26])=[CH:17][NH:16][C:13]3=[N:14][CH:15]=2)[CH:9]=1)=[O:4]. The yield is 0.254. (3) The reactants are C(OC(=O)[CH2:5][O:6][CH:7]1[CH2:12][CH2:11][CH:10]([N:13]2[C:18](=[O:19])[C:17]([CH2:20][C:21]3[CH:26]=[CH:25][C:24]([C:27]4[CH:32]=[CH:31][CH:30]=[CH:29][C:28]=4[C:33]#[N:34])=[CH:23][CH:22]=3)=[C:16]([CH2:35][CH2:36][CH3:37])[N:15]3[N:38]=[C:39]([CH3:41])[N:40]=[C:14]23)[CH2:9][CH2:8]1)C.C[Mg]Br.Cl. The catalyst is O1CCCC1. The product is [OH:6][C:7]([CH3:12])([CH3:8])[CH2:5][O:6][C@H:7]1[CH2:8][CH2:9][C@H:10]([N:13]2[C:18](=[O:19])[C:17]([CH2:20][C:21]3[CH:22]=[CH:23][C:24]([C:27]4[C:28]([C:33]#[N:34])=[CH:29][CH:30]=[CH:31][CH:32]=4)=[CH:25][CH:26]=3)=[C:16]([CH2:35][CH2:36][CH3:37])[N:15]3[N:38]=[C:39]([CH3:41])[N:40]=[C:14]23)[CH2:11][CH2:12]1. The yield is 0.560. (4) The reactants are Br[C:2]1[C:10]2[C:5](=[N:6][CH:7]=[CH:8][C:9]=2[O:11][C:12]2[CH:30]=[CH:29][C:15]([C:16]([NH:18][C:19]3[CH:24]=[C:23]([C:25]([F:28])([F:27])[F:26])[CH:22]=[CH:21][N:20]=3)=[O:17])=[CH:14][CH:13]=2)[N:4]([CH2:31][C:32]2[CH:37]=[CH:36][C:35]([O:38][CH3:39])=[CH:34][CH:33]=2)[N:3]=1.[CH3:40][O:41][CH2:42][CH2:43][NH2:44].CC1(C)C2C(=C(P(C3C=CC=CC=3)C3C=CC=CC=3)C=CC=2)OC2C(P(C3C=CC=CC=3)C3C=CC=CC=3)=CC=CC1=2.C(O[K])(C)(C)C. The catalyst is O1CCOCC1.C1C=CC(/C=C/C(/C=C/C2C=CC=CC=2)=O)=CC=1.C1C=CC(/C=C/C(/C=C/C2C=CC=CC=2)=O)=CC=1.C1C=CC(/C=C/C(/C=C/C2C=CC=CC=2)=O)=CC=1.[Pd].[Pd]. The product is [CH3:40][O:41][CH2:42][CH2:43][NH:44][C:2]1[C:10]2[C:5](=[N:6][CH:7]=[CH:8][C:9]=2[O:11][C:12]2[CH:30]=[CH:29][C:15]([C:16]([NH:18][C:19]3[CH:24]=[C:23]([C:25]([F:28])([F:27])[F:26])[CH:22]=[CH:21][N:20]=3)=[O:17])=[CH:14][CH:13]=2)[N:4]([CH2:31][C:32]2[CH:37]=[CH:36][C:35]([O:38][CH3:39])=[CH:34][CH:33]=2)[N:3]=1. The yield is 0.320. (5) The reactants are [C:1]([O:5][C:6]([N:8]1[CH2:13][CH2:12][CH:11]([OH:14])[CH2:10][CH2:9]1)=[O:7])([CH3:4])([CH3:3])[CH3:2].C(N(CC)CC)C.[CH3:22][S:23](Cl)(=[O:25])=[O:24].O. The catalyst is C1COCC1. The product is [C:1]([O:5][C:6]([N:8]1[CH2:13][CH2:12][CH:11]([O:14][S:23]([CH3:22])(=[O:25])=[O:24])[CH2:10][CH2:9]1)=[O:7])([CH3:4])([CH3:2])[CH3:3]. The yield is 0.920.